From a dataset of Forward reaction prediction with 1.9M reactions from USPTO patents (1976-2016). Predict the product of the given reaction. (1) Given the reactants [BH4-].[Na+].[NH2:3][C@@H:4]([CH2:27][C:28]1[CH:33]=[CH:32][C:31]([C:34]([F:37])([F:36])[F:35])=[CH:30][CH:29]=1)[CH2:5][NH:6][C:7]1[S:8][C:9]([C:16]2[CH:17]=[C:18]3[C:23](=[CH:24][CH:25]=2)[CH:22]=[N:21][C:20]([F:26])=[CH:19]3)=[C:10]([C:12](OC)=[O:13])[N:11]=1, predict the reaction product. The product is: [NH2:3][C@@H:4]([CH2:27][C:28]1[CH:29]=[CH:30][C:31]([C:34]([F:35])([F:37])[F:36])=[CH:32][CH:33]=1)[CH2:5][NH:6][C:7]1[S:8][C:9]([C:16]2[CH:17]=[C:18]3[C:23](=[CH:24][CH:25]=2)[CH:22]=[N:21][C:20]([F:26])=[CH:19]3)=[C:10]([CH2:12][OH:13])[N:11]=1. (2) Given the reactants [CH3:1][O:2][C:3]([C@@H:5]1[CH2:9][C@@H:8]([S:10]([CH2:13][CH:14]2[CH2:16][CH2:15]2)(=[O:12])=[O:11])[CH2:7][N:6]1[C:17](=S)[CH2:18][C:19](=O)[CH3:20])=[O:4].[CH2:23]([NH:30][NH2:31])[C:24]1[CH:29]=[CH:28][CH:27]=[CH:26][CH:25]=1, predict the reaction product. The product is: [CH3:1][O:2][C:3]([C@@H:5]1[CH2:9][C@@H:8]([S:10]([CH2:13][CH:14]2[CH2:16][CH2:15]2)(=[O:12])=[O:11])[CH2:7][N:6]1[C:17]1[N:30]([CH2:23][C:24]2[CH:29]=[CH:28][CH:27]=[CH:26][CH:25]=2)[N:31]=[C:19]([CH3:20])[CH:18]=1)=[O:4]. (3) Given the reactants [F:1][C:2]([F:16])([F:15])[C:3]1[N:4]=[CH:5][C:6]2[N:7]([CH:9]=[C:10]([C:12]([OH:14])=O)[N:11]=2)[CH:8]=1.Cl.CN(C)CCCN=C=NCC.[Cl:29][C:30]1[CH:35]=[CH:34][C:33]([O:36][CH3:37])=[CH:32][C:31]=1[S:38]([NH2:41])(=[O:40])=[O:39], predict the reaction product. The product is: [Cl:29][C:30]1[CH:35]=[CH:34][C:33]([O:36][CH3:37])=[CH:32][C:31]=1[S:38]([NH:41][C:12]([C:10]1[N:11]=[C:6]2[CH:5]=[N:4][C:3]([C:2]([F:1])([F:16])[F:15])=[CH:8][N:7]2[CH:9]=1)=[O:14])(=[O:40])=[O:39]. (4) Given the reactants [CH3:1][O:2][C:3]([C:5]1[CH:10]=[CH:9][CH:8]=[CH:7][C:6]=1[B:11]([OH:13])[OH:12])=[O:4].[CH2:14]([N:18]([CH2:22][CH2:23]O)[CH2:19][CH2:20]O)[CH2:15][CH2:16][CH3:17], predict the reaction product. The product is: [CH3:1][O:2][C:3]([C:5]1[CH:10]=[CH:9][CH:8]=[CH:7][C:6]=1[B:11]1[O:13][CH2:23][CH2:22][N:18]([CH2:14][CH2:15][CH2:16][CH3:17])[CH2:19][CH2:20][O:12]1)=[O:4]. (5) Given the reactants [CH3:1][N:2]1[N:6]=[N:5][C:4]([C:7]([O:9]CC)=[O:8])=[N:3]1.[OH-].[K+], predict the reaction product. The product is: [CH3:1][N:2]1[N:6]=[N:5][C:4]([C:7]([OH:9])=[O:8])=[N:3]1.